Dataset: Full USPTO retrosynthesis dataset with 1.9M reactions from patents (1976-2016). Task: Predict the reactants needed to synthesize the given product. (1) Given the product [Br:1][C:2]1[CH:3]=[C:4]([N:5]=[C:14]=[O:16])[CH:6]=[C:7]([C:9]([F:10])([F:11])[F:12])[CH:8]=1, predict the reactants needed to synthesize it. The reactants are: [Br:1][C:2]1[CH:3]=[C:4]([CH:6]=[C:7]([C:9]([F:12])([F:11])[F:10])[CH:8]=1)[NH2:5].Cl.[CH2:14]([O:16]CC)C. (2) Given the product [Br:1][C:2]1[CH:7]=[N:6][CH:5]=[C:4]([CH2:8][Cl:12])[CH:3]=1, predict the reactants needed to synthesize it. The reactants are: [Br:1][C:2]1[CH:3]=[C:4]([CH2:8]O)[CH:5]=[N:6][CH:7]=1.S(Cl)([Cl:12])=O. (3) Given the product [CH:27]([N:23]1[C:22]([C:16]2[N:15]=[C:14]3[N:18]([CH2:19][CH2:20][O:21][C:12]4[CH:11]=[C:10]([O:9][C@@H:7]([CH3:8])[C:6]([OH:32])=[O:5])[N:31]=[CH:30][C:13]=43)[CH:17]=2)=[N:26][CH:25]=[N:24]1)([CH3:29])[CH3:28], predict the reactants needed to synthesize it. The reactants are: C([O:5][C:6](=[O:32])[C@@H:7]([O:9][C:10]1[N:31]=[CH:30][C:13]2[C:14]3[N:18]([CH2:19][CH2:20][O:21][C:12]=2[CH:11]=1)[CH:17]=[C:16]([C:22]1[N:23]([CH:27]([CH3:29])[CH3:28])[N:24]=[CH:25][N:26]=1)[N:15]=3)[CH3:8])(C)(C)C. (4) Given the product [Cl:3][C:4]1[CH:5]=[C:6]([C:14]2[O:18][N:17]=[C:16]([C:19]3[C:20]([O:34][CH3:35])=[C:21]([CH2:26][CH2:27][CH2:28][C:29]([OH:31])=[O:30])[CH:22]=[C:23]([F:25])[CH:24]=3)[N:15]=2)[CH:7]=[CH:8][C:9]=1[O:10][CH:11]([CH3:13])[CH3:12], predict the reactants needed to synthesize it. The reactants are: [OH-].[Na+].[Cl:3][C:4]1[CH:5]=[C:6]([C:14]2[O:18][N:17]=[C:16]([C:19]3[C:20]([O:34][CH3:35])=[C:21]([CH2:26][CH2:27][CH2:28][C:29]([O:31]CC)=[O:30])[CH:22]=[C:23]([F:25])[CH:24]=3)[N:15]=2)[CH:7]=[CH:8][C:9]=1[O:10][CH:11]([CH3:13])[CH3:12].Cl. (5) Given the product [Br:21][C:22]1[CH:23]=[CH:24][C:25]([O:32][CH3:33])=[C:26]([S:28]([N:8]2[C:9]3[C:5](=[C:4]([CH2:12][N:13]([CH3:14])[CH3:15])[C:3]([O:2][CH3:1])=[CH:11][CH:10]=3)[CH:6]=[CH:7]2)(=[O:29])=[O:30])[CH:27]=1, predict the reactants needed to synthesize it. The reactants are: [CH3:1][O:2][C:3]1[C:4]([CH2:12][N:13]([CH3:15])[CH3:14])=[C:5]2[C:9](=[CH:10][CH:11]=1)[NH:8][CH:7]=[CH:6]2.CN(C=O)C.[Br:21][C:22]1[CH:23]=[CH:24][C:25]([O:32][CH3:33])=[C:26]([S:28](Cl)(=[O:30])=[O:29])[CH:27]=1. (6) Given the product [C:67]([O:40][CH2:39][CH2:38][O:37][C:31]1[C:30]([F:41])=[C:29]([C@@H:16]([NH:15][C:12]2[CH:13]=[CH:14][C:9]([C:7]([NH2:8])=[N:6][C:5]([O:4][CH2:3][C:2]([CH3:1])=[CH2:43])=[O:42])=[CH:10][CH:11]=2)[C:17]2[N:21]=[C:20]([O:22][CH2:45][O:46][C:47](=[O:54])[C:48]([CH3:53])([CH3:52])[CH2:49][O:50][CH3:51])[N:19]([C:23]3[N:24]=[CH:25][CH:26]=[CH:27][N:28]=3)[N:18]=2)[CH:34]=[C:33]([O:35][CH3:36])[CH:32]=1)(=[O:69])[CH3:68], predict the reactants needed to synthesize it. The reactants are: [CH3:1][C:2](=[CH2:43])[CH2:3][O:4][C:5](=[O:42])[N:6]=[C:7]([C:9]1[CH:14]=[CH:13][C:12]([NH:15][C@H:16]([C:29]2[CH:34]=[C:33]([O:35][CH3:36])[CH:32]=[C:31]([O:37][CH2:38][CH2:39][OH:40])[C:30]=2[F:41])[C:17]2[NH:21][C:20](=[O:22])[N:19]([C:23]3[N:28]=[CH:27][CH:26]=[CH:25][N:24]=3)[N:18]=2)=[CH:11][CH:10]=1)[NH2:8].Cl[CH2:45][O:46][C:47](=[O:54])[C:48]([CH3:53])([CH3:52])[CH2:49][O:50][CH3:51].C(=O)([O-])[O-].[Rb+].[Rb+].N1C=CC=CC=1.[C:67](OC(=O)C)(=[O:69])[CH3:68]. (7) Given the product [O:33]1[C:34]2[CH:40]=[CH:39][CH:38]=[CH:37][C:35]=2[CH:36]=[C:32]1[C:30]([NH:29][CH2:28][C@@H:27]([NH:26][C:9](=[O:11])[C@@H:8]([NH:7][C:5]([O:4][C:2]([CH3:1])([CH3:3])[CH3:13])=[O:6])[CH3:12])[CH:41]([CH3:42])[CH3:43])=[O:31], predict the reactants needed to synthesize it. The reactants are: [CH3:1][C:2]([CH3:13])([O:4][C:5]([NH:7][C@@H:8]([CH3:12])[C:9]([OH:11])=O)=[O:6])[CH3:3].C(N1C=CN=C1)(N1C=CN=C1)=O.[NH2:26][C@@H:27]([CH:41]([CH3:43])[CH3:42])[CH2:28][NH:29][C:30]([C:32]1[O:33][C:34]2[CH:40]=[CH:39][CH:38]=[CH:37][C:35]=2[CH:36]=1)=[O:31]. (8) Given the product [O:25]=[C:23]1[N:5]2[N:6]=[C:7]([CH:10]3[CH2:11][CH2:12][N:13]([C:16]([O:18][C:19]([CH3:21])([CH3:22])[CH3:20])=[O:17])[CH2:14][CH2:15]3)[CH:8]=[CH:9][C:4]2=[N:3][C:2]([O:1][S:35]([C:38]([F:41])([F:40])[F:39])(=[O:37])=[O:36])=[CH:24]1, predict the reactants needed to synthesize it. The reactants are: [OH:1][C:2]1[N:3]=[C:4]2[CH:9]=[CH:8][C:7]([CH:10]3[CH2:15][CH2:14][N:13]([C:16]([O:18][C:19]([CH3:22])([CH3:21])[CH3:20])=[O:17])[CH2:12][CH2:11]3)=[N:6][N:5]2[C:23](=[O:25])[CH:24]=1.[H-].[Na+].C1(N([S:35]([C:38]([F:41])([F:40])[F:39])(=[O:37])=[O:36])[S:35]([C:38]([F:41])([F:40])[F:39])(=[O:37])=[O:36])C=CC=CC=1. (9) Given the product [ClH:33].[CH2:31]([C:21]1[CH:20]=[C:19]([NH:18][C:16]([NH:15][CH2:14][C@H:10]2[CH2:11][CH2:12][CH2:13][NH:8][CH2:9]2)=[O:17])[CH:24]=[C:23]([C:25]2[N:29]([CH3:30])[N:28]=[N:27][N:26]=2)[CH:22]=1)[CH3:32], predict the reactants needed to synthesize it. The reactants are: C(OC([N:8]1[CH2:13][CH2:12][CH2:11][C@@H:10]([CH2:14][NH:15][C:16]([NH:18][C:19]2[CH:24]=[C:23]([C:25]3[N:29]([CH3:30])[N:28]=[N:27][N:26]=3)[CH:22]=[C:21]([CH2:31][CH3:32])[CH:20]=2)=[O:17])[CH2:9]1)=O)(C)(C)C.[ClH:33].O1CCOCC1. (10) Given the product [Cl:19][C:7]1[C:6]2[CH:1]=[CH:2][CH:3]=[CH:4][C:5]=2[S:11][C:10]2[CH:12]=[CH:13][CH:14]=[CH:15][C:9]=2[N:8]=1, predict the reactants needed to synthesize it. The reactants are: [CH:1]1[C:6]2[C:7](=O)[NH:8][C:9]3[CH:15]=[CH:14][CH:13]=[CH:12][C:10]=3[S:11][C:5]=2[CH:4]=[CH:3][CH:2]=1.P(Cl)(Cl)([Cl:19])=O.CN(C)C1C=CC=CC=1.